From a dataset of Reaction yield outcomes from USPTO patents with 853,638 reactions. Predict the reaction yield, written as a fraction of the theoretical maximum amount of product (1.0 means a 100% yield; for example, 0.34 means a 34% yield). The catalyst is C(Cl)Cl.CCOC(C)=O.O. The reactants are [Cl:1][C:2]1[CH:7]=[CH:6][CH:5]=[CH:4][C:3]=1[C:8]1[C:12]([C:13]2[N:14]([CH2:18][O:19][CH2:20][CH2:21][Si:22]([CH3:25])([CH3:24])[CH3:23])[CH:15]=[CH:16][N:17]=2)=[CH:11][N:10]([C:26]2[C:31]([CH3:32])=[CH:30][N:29]=[C:28]([NH:33][CH2:34][C:35]3[CH:40]=[CH:39][C:38]([O:41][CH3:42])=[CH:37][C:36]=3[O:43][CH3:44])[CH:27]=2)[N:9]=1.CCN(C(C)C)C(C)C.[C:54](Cl)(=[O:56])[CH3:55]. The product is [Cl:1][C:2]1[CH:7]=[CH:6][CH:5]=[CH:4][C:3]=1[C:8]1[C:12]([C:13]2[N:14]([CH2:18][O:19][CH2:20][CH2:21][Si:22]([CH3:24])([CH3:23])[CH3:25])[CH:15]=[CH:16][N:17]=2)=[CH:11][N:10]([C:26]2[C:31]([CH3:32])=[CH:30][N:29]=[C:28]([N:33]([CH2:34][C:35]3[CH:40]=[CH:39][C:38]([O:41][CH3:42])=[CH:37][C:36]=3[O:43][CH3:44])[C:54](=[O:56])[CH3:55])[CH:27]=2)[N:9]=1. The yield is 0.810.